Regression. Given a peptide amino acid sequence and an MHC pseudo amino acid sequence, predict their binding affinity value. This is MHC class I binding data. From a dataset of Peptide-MHC class I binding affinity with 185,985 pairs from IEDB/IMGT. (1) The peptide sequence is ATNNLGFMY. The MHC is HLA-A01:01 with pseudo-sequence HLA-A01:01. The binding affinity (normalized) is 0.564. (2) The peptide sequence is SQLEMCEKY. The MHC is HLA-B27:05 with pseudo-sequence HLA-B27:05. The binding affinity (normalized) is 0.0847. (3) The peptide sequence is ILARWGSFK. The MHC is HLA-A11:01 with pseudo-sequence HLA-A11:01. The binding affinity (normalized) is 0.598. (4) The peptide sequence is TPGPGTRYPL. The MHC is HLA-B51:01 with pseudo-sequence HLA-B51:01. The binding affinity (normalized) is 0.